This data is from Full USPTO retrosynthesis dataset with 1.9M reactions from patents (1976-2016). The task is: Predict the reactants needed to synthesize the given product. (1) Given the product [Br:1][C:2]1[C:3]([CH3:16])=[C:4]([C:8]([O:28][CH3:27])=[C:9]([C:11]([CH3:14])([CH3:13])[CH3:12])[CH:10]=1)[C:5]([O:7][CH3:17])=[O:6], predict the reactants needed to synthesize it. The reactants are: [Br:1][C:2]1[C:3]([CH3:16])=[C:4]([C:8](O)=[C:9]([C:11]([CH3:14])([CH3:13])[CH3:12])[CH:10]=1)[C:5]([OH:7])=[O:6].[C:17](=O)([O-])[O-].[K+].[K+].CI.CN(C)[CH:27]=[O:28]. (2) Given the product [CH2:1]([O:3][C:14](=[O:15])[C:13]([CH3:17])([CH3:18])[CH2:12][S:11][C:8]1[S:7][C:6]([NH2:5])=[N:10][CH:9]=1)[CH3:2], predict the reactants needed to synthesize it. The reactants are: [C:1](Cl)(=[O:3])[CH3:2].[NH2:5][C:6]1[S:7][C:8]([S:11][CH2:12][C:13]([CH3:18])([CH3:17])[C:14](O)=[O:15])=[CH:9][N:10]=1. (3) Given the product [C:1]([O:5][C:6]([NH:8][CH2:9][C:10]1[C:11]([CH2:27][CH:28]([CH3:30])[CH3:29])=[N:12][C:13]([CH3:26])=[C:14]([C:18]=1[C:19]1[CH:24]=[CH:23][C:22]([CH3:25])=[CH:21][CH:20]=1)[C:15]([O:17][CH2:34][C:33]1[CH:36]=[CH:37][CH:38]=[CH:39][C:32]=1[Br:31])=[O:16])=[O:7])([CH3:4])([CH3:3])[CH3:2], predict the reactants needed to synthesize it. The reactants are: [C:1]([O:5][C:6]([NH:8][CH2:9][C:10]1[C:11]([CH2:27][CH:28]([CH3:30])[CH3:29])=[N:12][C:13]([CH3:26])=[C:14]([C:18]=1[C:19]1[CH:24]=[CH:23][C:22]([CH3:25])=[CH:21][CH:20]=1)[C:15]([OH:17])=[O:16])=[O:7])([CH3:4])([CH3:3])[CH3:2].[Br:31][C:32]1[CH:39]=[CH:38][CH:37]=[CH:36][C:33]=1[CH2:34]Br.C(=O)([O-])[O-].[K+].[K+]. (4) Given the product [Cl:6][C:7]1[CH:8]=[C:9]([S:14][C:15]2[N:19]([CH:20]([CH3:21])[CH3:22])[N:18]=[C:17]([CH3:23])[C:16]=2[CH2:24][C:25]2[CH:21]=[CH:20][N:19]=[CH:15][CH:16]=2)[CH:10]=[C:11]([Cl:13])[CH:12]=1, predict the reactants needed to synthesize it. The reactants are: [P](I)(I)(I)I.[Cl:6][C:7]1[CH:8]=[C:9]([S:14][C:15]2[N:19]([CH:20]([CH3:22])[CH3:21])[N:18]=[C:17]([CH3:23])[C:16]=2[C:24]2C=CN=C(C)[C:25]=2O)[CH:10]=[C:11]([Cl:13])[CH:12]=1.S(=O)(O)[O-].[Na+]. (5) Given the product [C:21]([O:17][C:16](=[O:18])[NH:15][C@H:14]1[CH2:13][C@@H:12]([N:41]2[CH2:40][CH:38]3[CH:37]([CH2:36][N:35]([S:32]([CH3:31])(=[O:33])=[O:34])[CH2:39]3)[CH2:42]2)[CH2:11][O:10][C@@H:9]1[C:3]1[CH:4]=[C:5]([F:8])[CH:6]=[CH:7][C:2]=1[F:1])([CH3:26])([CH3:22])[CH3:20], predict the reactants needed to synthesize it. The reactants are: [F:1][C:2]1[CH:7]=[CH:6][C:5]([F:8])=[CH:4][C:3]=1[C@@H:9]1[C@@H:14]([NH:15][C:16](=[O:18])[O-:17])[CH2:13][C:12](=O)[CH2:11][O:10]1.[CH3:20][C:21]1[CH:26]=CC(S([O-])(=O)=O)=C[CH:22]=1.[CH3:31][S:32]([N:35]1[CH2:39][CH:38]2[CH2:40][NH2+:41][CH2:42][CH:37]2[CH2:36]1)(=[O:34])=[O:33].C(O[BH-](OC(=O)C)OC(=O)C)(=O)C.[Na+]. (6) Given the product [N+:17]([C:20]1[CH:21]=[C:22]([N:26]2[C:5]([C:7]3[CH:12]=[CH:11][CH:10]=[CH:9][CH:8]=3)=[CH:4][C:3]([C:2]([F:15])([F:14])[F:1])=[N:27]2)[CH:23]=[CH:24][CH:25]=1)([O-:19])=[O:18], predict the reactants needed to synthesize it. The reactants are: [F:1][C:2]([F:15])([F:14])[C:3](=O)[CH2:4][C:5]([C:7]1[CH:12]=[CH:11][CH:10]=[CH:9][CH:8]=1)=O.Cl.[N+:17]([C:20]1[CH:21]=[C:22]([NH:26][NH2:27])[CH:23]=[CH:24][CH:25]=1)([O-:19])=[O:18].Cl.C(O)C.